This data is from Catalyst prediction with 721,799 reactions and 888 catalyst types from USPTO. The task is: Predict which catalyst facilitates the given reaction. Reactant: [Si:1]([O:8][C@H:9]1[CH2:13][C@H:12]([N:14]2[C:18]3[N:19]=[CH:20][N:21]=[C:22]([C:23]4[NH:24][C:25]5[C:30]([CH:31]=4)=[CH:29][CH:28]=[CH:27][CH:26]=5)[C:17]=3[CH:16]=[CH:15]2)[CH2:11][C@H:10]1[CH2:32][OH:33])([C:4]([CH3:7])([CH3:6])[CH3:5])([CH3:3])[CH3:2].Cl[S:35]([NH2:38])(=[O:37])=[O:36]. Product: [S:35](=[O:37])(=[O:36])([O:33][CH2:32][C@@H:10]1[CH2:11][C@@H:12]([N:14]2[C:18]3[N:19]=[CH:20][N:21]=[C:22]([C:23]4[NH:24][C:25]5[C:30]([CH:31]=4)=[CH:29][CH:28]=[CH:27][CH:26]=5)[C:17]=3[CH:16]=[CH:15]2)[CH2:13][C@@H:9]1[O:8][Si:1]([C:4]([CH3:5])([CH3:6])[CH3:7])([CH3:3])[CH3:2])[NH2:38]. The catalyst class is: 39.